This data is from Catalyst prediction with 721,799 reactions and 888 catalyst types from USPTO. The task is: Predict which catalyst facilitates the given reaction. Reactant: [NH2:1][C:2]1[C:11]2[N:12]=[CH:13][N:14]([CH2:15][C:16]([CH3:19])([OH:18])[CH3:17])[C:10]=2[C:9]2[CH:8]=[CH:7][C:6]([CH:20]=[CH:21][S:22]([CH3:25])(=[O:24])=[O:23])=[CH:5][C:4]=2[N:3]=1. Product: [NH2:1][C:2]1[C:11]2[N:12]=[CH:13][N:14]([CH2:15][C:16]([CH3:17])([OH:18])[CH3:19])[C:10]=2[C:9]2[CH:8]=[CH:7][C:6]([CH2:20][CH2:21][S:22]([CH3:25])(=[O:24])=[O:23])=[CH:5][C:4]=2[N:3]=1. The catalyst class is: 43.